Dataset: Blood-brain barrier permeability classification from the B3DB database. Task: Regression/Classification. Given a drug SMILES string, predict its absorption, distribution, metabolism, or excretion properties. Task type varies by dataset: regression for continuous measurements (e.g., permeability, clearance, half-life) or binary classification for categorical outcomes (e.g., BBB penetration, CYP inhibition). Dataset: b3db_classification. The molecule is CN[C@H]1[C@@H](O)C(O[C@H]2[C@@H](NC(=O)C(O)CN)C[C@H](N)[C@@H](OC3O[C@H](CN)[C@@H](O)[C@H](O)[C@H]3O)[C@@H]2O)OC[C@]1(C)O. The result is 0 (does not penetrate BBB).